This data is from NCI-60 drug combinations with 297,098 pairs across 59 cell lines. The task is: Regression. Given two drug SMILES strings and cell line genomic features, predict the synergy score measuring deviation from expected non-interaction effect. (1) Drug 1: CCC1(C2=C(COC1=O)C(=O)N3CC4=CC5=C(C=CC(=C5CN(C)C)O)N=C4C3=C2)O.Cl. Drug 2: B(C(CC(C)C)NC(=O)C(CC1=CC=CC=C1)NC(=O)C2=NC=CN=C2)(O)O. Cell line: SF-539. Synergy scores: CSS=62.7, Synergy_ZIP=-8.90, Synergy_Bliss=-18.3, Synergy_Loewe=-22.4, Synergy_HSA=-17.6. (2) Drug 1: C1=CC(=CC=C1C#N)C(C2=CC=C(C=C2)C#N)N3C=NC=N3. Drug 2: C1=NC(=NC(=O)N1C2C(C(C(O2)CO)O)O)N. Cell line: SN12C. Synergy scores: CSS=19.0, Synergy_ZIP=0.996, Synergy_Bliss=16.5, Synergy_Loewe=4.58, Synergy_HSA=4.41. (3) Synergy scores: CSS=52.3, Synergy_ZIP=3.54, Synergy_Bliss=1.09, Synergy_Loewe=-0.561, Synergy_HSA=0.681. Drug 2: C#CCC(CC1=CN=C2C(=N1)C(=NC(=N2)N)N)C3=CC=C(C=C3)C(=O)NC(CCC(=O)O)C(=O)O. Drug 1: CC1=C(C=C(C=C1)C(=O)NC2=CC(=CC(=C2)C(F)(F)F)N3C=C(N=C3)C)NC4=NC=CC(=N4)C5=CN=CC=C5. Cell line: HS 578T. (4) Drug 1: CC(C1=C(C=CC(=C1Cl)F)Cl)OC2=C(N=CC(=C2)C3=CN(N=C3)C4CCNCC4)N. Drug 2: CC1=C(C(=O)C2=C(C1=O)N3CC4C(C3(C2COC(=O)N)OC)N4)N. Cell line: OVCAR3. Synergy scores: CSS=14.6, Synergy_ZIP=2.87, Synergy_Bliss=12.1, Synergy_Loewe=7.13, Synergy_HSA=7.00. (5) Drug 1: CN1CCC(CC1)COC2=C(C=C3C(=C2)N=CN=C3NC4=C(C=C(C=C4)Br)F)OC. Drug 2: C1C(C(OC1N2C=NC3=C2NC=NCC3O)CO)O. Cell line: K-562. Synergy scores: CSS=31.9, Synergy_ZIP=2.57, Synergy_Bliss=5.86, Synergy_Loewe=-34.5, Synergy_HSA=5.95. (6) Drug 1: CC12CCC3C(C1CCC2NC(=O)OCC(F)(F)F)CCC4C3(C=CC(=O)N4C)C. Drug 2: CN1C=C(C=N1)C2=C3N=C(C(=C(N3N=C2)N)Br)C4CCCNC4. Cell line: NCI-H460. Synergy scores: CSS=15.6, Synergy_ZIP=-1.07, Synergy_Bliss=-0.412, Synergy_Loewe=2.00, Synergy_HSA=2.49.